From a dataset of Full USPTO retrosynthesis dataset with 1.9M reactions from patents (1976-2016). Predict the reactants needed to synthesize the given product. (1) Given the product [Br:1][C:2]1[S:6][CH:5]=[C:4]([C:7]([NH:12][CH2:13][C:14]2[C:15](=[O:22])[NH:16][C:17]([CH3:21])=[CH:18][C:19]=2[CH3:20])=[O:8])[C:3]=1[CH3:10], predict the reactants needed to synthesize it. The reactants are: [Br:1][C:2]1[S:6][CH:5]=[C:4]([C:7](O)=[O:8])[C:3]=1[CH3:10].Cl.[NH2:12][CH2:13][C:14]1[C:15](=[O:22])[NH:16][C:17]([CH3:21])=[CH:18][C:19]=1[CH3:20].CN1CCOCC1.C(Cl)CCl.C1C=NC2N(O)N=NC=2C=1. (2) Given the product [CH2:1]([O:3][C:4]([C:6]1[C:7]([CH3:19])=[C:8]([C:12]([O:14][C:15]([CH3:18])([CH3:17])[CH3:16])=[O:13])[NH:9][C:10]=1[CH:11]=[O:22])=[O:5])[CH3:2], predict the reactants needed to synthesize it. The reactants are: [CH2:1]([O:3][C:4]([C:6]1[C:7]([CH3:19])=[C:8]([C:12]([O:14][C:15]([CH3:18])([CH3:17])[CH3:16])=[O:13])[NH:9][C:10]=1[CH3:11])=[O:5])[CH3:2].C(O)(=[O:22])C.O.[N+]([O-])([O-])=O.[Ce].[NH4+]. (3) The reactants are: C(OC([N:8]1[CH2:13][CH2:12][C:11]([C:15]2[CH:20]=[CH:19][C:18]([Cl:21])=[CH:17][CH:16]=2)([OH:14])[CH:10]([OH:22])[CH2:9]1)=O)(C)(C)C.FC(F)(F)C(O)=O.FC(F)(F)C([O-])=O.C(N(CC)CC)C. Given the product [Cl:21][C:18]1[CH:19]=[CH:20][C:15]([C:11]2([OH:14])[CH2:12][CH2:13][NH:8][CH2:9][CH:10]2[OH:22])=[CH:16][CH:17]=1, predict the reactants needed to synthesize it. (4) Given the product [F:1][C:2]1[C:3]([NH:9][CH2:10][CH:11]2[CH2:16][CH2:15][O:14][CH2:13][CH2:12]2)=[N:4][C:5]([O:18][CH3:17])=[CH:6][CH:7]=1, predict the reactants needed to synthesize it. The reactants are: [F:1][C:2]1[C:3]([NH:9][CH2:10][CH:11]2[CH2:16][CH2:15][O:14][CH2:13][CH2:12]2)=[N:4][C:5](F)=[CH:6][CH:7]=1.[CH3:17][O-:18].[Na+].